From a dataset of Reaction yield outcomes from USPTO patents with 853,638 reactions. Predict the reaction yield, written as a fraction of the theoretical maximum amount of product (1.0 means a 100% yield; for example, 0.34 means a 34% yield). (1) The reactants are Br[CH2:2][C:3]1[CH:4]=[C:5]([CH:8]=[CH:9][CH:10]=1)[CH:6]=O.S(C1C=CC(C)=CC=1)(O)(=O)=O.[CH:22]1([O:27][C:28](=[O:35])[C@H:29]([CH2:31][CH:32]([CH3:34])[CH3:33])[NH2:30])[CH2:26][CH2:25][CH2:24][CH2:23]1.C(O[BH-](OC(=O)C)OC(=O)C)(=O)C.[Na+].Cl.[CH3:51][NH2:52].C(=O)([O-])O.[Na+]. The catalyst is ClC(Cl)C.CO.C(OCC)(=O)C. The product is [CH3:51][NH:52][CH2:2][C:3]1[CH:4]=[C:5]([CH:8]=[CH:9][CH:10]=1)[CH2:6][NH:30][C@H:29]([C:28]([O:27][CH:22]1[CH2:23][CH2:24][CH2:25][CH2:26]1)=[O:35])[CH2:31][CH:32]([CH3:33])[CH3:34]. The yield is 0.150. (2) The reactants are [CH2:1]([N:8]1[C:12]([CH3:14])([CH3:13])[CH2:11][CH:10]([CH2:15][OH:16])[CH2:9]1)[C:2]1[CH:7]=[CH:6][CH:5]=[CH:4][CH:3]=1.C(N(CC)CC)C.[C:24]1([CH3:34])[CH:29]=[CH:28][C:27]([S:30](Cl)(=[O:32])=[O:31])=[CH:26][CH:25]=1.C(OCC)(=O)C.CCCCCC. The catalyst is ClCCl. The product is [CH3:34][C:24]1[CH:29]=[CH:28][C:27]([S:30]([O:16][CH2:15][CH:10]2[CH2:11][C:12]([CH3:13])([CH3:14])[N:8]([CH2:1][C:2]3[CH:7]=[CH:6][CH:5]=[CH:4][CH:3]=3)[CH2:9]2)(=[O:32])=[O:31])=[CH:26][CH:25]=1. The yield is 0.680. (3) The reactants are [Cl:1][C:2]1[CH:7]=[CH:6][CH:5]=[CH:4][C:3]=1[C:8]1[N:9]([C:24]2[CH:29]=[CH:28][C:27]([Cl:30])=[CH:26][CH:25]=2)[C:10]2[C:15]([N:16]=1)=[C:14]([NH:17][C@H:18]1[CH2:23][CH2:22][CH2:21][NH:20][CH2:19]1)[N:13]=[CH:12][N:11]=2.[CH3:31][S:32](Cl)(=[O:34])=[O:33].C(N(CC)CC)C. The catalyst is C1COCC1. The product is [Cl:1][C:2]1[CH:7]=[CH:6][CH:5]=[CH:4][C:3]=1[C:8]1[N:9]([C:24]2[CH:25]=[CH:26][C:27]([Cl:30])=[CH:28][CH:29]=2)[C:10]2[C:15]([N:16]=1)=[C:14]([NH:17][C@H:18]1[CH2:23][CH2:22][CH2:21][N:20]([S:32]([CH3:31])(=[O:34])=[O:33])[CH2:19]1)[N:13]=[CH:12][N:11]=2. The yield is 0.890. (4) The reactants are [OH-].[Na+].C([O:5][C:6](=[O:15])[C:7]1[C:12]([Cl:13])=[CH:11][C:10]([Cl:14])=[N:9][CH:8]=1)C.C1COCC1.Cl. The product is [Cl:13][C:12]1[C:7]([C:6]([OH:15])=[O:5])=[CH:8][N:9]=[C:10]([Cl:14])[CH:11]=1. The catalyst is CCOC(C)=O.O.CO. The yield is 0.960. (5) The reactants are [CH3:1][O:2][C:3]1[CH:4]=[CH:5][C:6]2[C:10]([O:11][C:12]3[CH:17]=[CH:16][C:15](/[CH:18]=[CH:19]/[C:20]([O:22][C:23]([CH3:26])([CH3:25])[CH3:24])=[O:21])=[CH:14][CH:13]=3)=[CH:9][S:8][C:7]=2[CH:27]=1.Br[C:29]1[CH:34]=[CH:33][C:32]([C:35]([F:38])([F:37])[F:36])=[CH:31][CH:30]=1.CC(C)(C)C(O)=O.C(=O)([O-])[O-].[K+].[K+]. The catalyst is CC(N(C)C)=O. The product is [CH3:1][O:2][C:3]1[CH:4]=[CH:5][C:6]2[C:10]([O:11][C:12]3[CH:17]=[CH:16][C:15](/[CH:18]=[CH:19]/[C:20]([O:22][C:23]([CH3:24])([CH3:26])[CH3:25])=[O:21])=[CH:14][CH:13]=3)=[C:9]([C:29]3[CH:34]=[CH:33][C:32]([C:35]([F:38])([F:37])[F:36])=[CH:31][CH:30]=3)[S:8][C:7]=2[CH:27]=1. The yield is 0.860. (6) The yield is 0.643. The reactants are [CH3:1][NH:2][C:3]([CH2:5][O:6][CH2:7][C:8]([OH:10])=O)=[O:4].CN(C(ON1N=NC2C=CC=CC1=2)=[N+](C)C)C.F[P-](F)(F)(F)(F)F.CCN(C(C)C)C(C)C.[NH2:44][C:45]1[CH:73]=[CH:72][C:48]([CH2:49][C:50]2[CH:54]=[C:53]([C:55]3[CH:60]=[CH:59][C:58]([Br:61])=[CH:57][CH:56]=3)[N:52]([C:62]3[CH:67]=[CH:66][C:65]([S:68]([NH2:71])(=[O:70])=[O:69])=[CH:64][CH:63]=3)[N:51]=2)=[CH:47][CH:46]=1. The catalyst is CN(C=O)C.CCCCCC.C(OCC)C. The product is [CH3:1][NH:2][C:3]([CH2:5][O:6][CH2:7][C:8]([CH:49]([C:50]1[CH:54]=[C:53]([C:55]2[CH:56]=[CH:57][C:58]([Br:61])=[CH:59][CH:60]=2)[N:52]([C:62]2[CH:67]=[CH:66][C:65]([S:68]([NH2:71])(=[O:70])=[O:69])=[CH:64][CH:63]=2)[N:51]=1)[C:48]1[CH:72]=[CH:73][C:45]([NH2:44])=[CH:46][CH:47]=1)=[O:10])=[O:4]. (7) The reactants are [C:1]([C:5]1[CH:6]=[C:7]([CH:10]=[C:11]([C:17]([CH3:20])([CH3:19])[CH3:18])[C:12]=1[O:13][CH2:14][O:15][CH3:16])[CH:8]=O)([CH3:4])([CH3:3])[CH3:2].[C:21]([NH:25][OH:26])([CH3:24])([CH3:23])[CH3:22]. The catalyst is C1C=CC=CC=1. The product is [CH3:16][O:15][CH2:14][O:13][C:12]1[C:11]([C:17]([CH3:18])([CH3:20])[CH3:19])=[CH:10][C:7]([CH:8]=[N+:25]([C:21]([CH3:24])([CH3:23])[CH3:22])[O-:26])=[CH:6][C:5]=1[C:1]([CH3:2])([CH3:3])[CH3:4]. The yield is 0.690. (8) The reactants are [CH3:1][O:2][C:3]1[CH:4]=[C:5]([CH2:19][C:20]([OH:22])=O)[CH:6]=[CH:7][C:8]=1[NH:9][C:10]([NH:12][C:13]1[CH:18]=[CH:17][CH:16]=[CH:15][CH:14]=1)=[O:11].[CH2:23]([O:25][C:26]([C:28]1[CH:33]=[CH:32][C:31]([C:34]#[C:35][CH:36]2[CH2:40][CH2:39][CH2:38][NH:37]2)=[CH:30][CH:29]=1)=[O:27])[CH3:24].C(Cl)CCl.C1C=CC2N(O)N=NC=2C=1.Cl. The catalyst is CN(C1C=CN=CC=1)C.CN(C=O)C. The product is [CH3:1][O:2][C:3]1[CH:4]=[C:5]([CH2:19][C:20]([N:37]2[CH2:38][CH2:39][CH2:40][CH:36]2[C:35]#[C:34][C:31]2[CH:32]=[CH:33][C:28]([C:26]([O:25][CH2:23][CH3:24])=[O:27])=[CH:29][CH:30]=2)=[O:22])[CH:6]=[CH:7][C:8]=1[NH:9][C:10]([NH:12][C:13]1[CH:14]=[CH:15][CH:16]=[CH:17][CH:18]=1)=[O:11]. The yield is 0.610. (9) The reactants are [Br:1][C:2]1[CH:7]=[C:6]([N+:8]([O-])=O)[CH:5]=[C:4]([Br:11])[CH:3]=1.O.O.Cl[Sn]Cl.[OH-].[Na+]. The catalyst is C(O)C. The product is [Br:1][C:2]1[CH:7]=[C:6]([CH:5]=[C:4]([Br:11])[CH:3]=1)[NH2:8]. The yield is 0.860.